This data is from Full USPTO retrosynthesis dataset with 1.9M reactions from patents (1976-2016). The task is: Predict the reactants needed to synthesize the given product. (1) Given the product [CH2:32]([C@@:18]12[CH2:26][CH2:25][C@@:24]([C:28]([F:30])([F:31])[F:29])([OH:27])[CH2:23][C@H:19]1[CH2:20][CH2:21][CH2:22][C:3]1[C:4]2=[CH:5][C:6]2[CH:7]=[N:8][N:9]([C:11]3[CH:16]=[CH:15][C:14]([F:17])=[CH:13][CH:12]=3)[C:10]=2[C:2]=1[CH3:34])[CH3:33], predict the reactants needed to synthesize it. The reactants are: Br[C:2]1[C:10]2[N:9]([C:11]3[CH:16]=[CH:15][C:14]([F:17])=[CH:13][CH:12]=3)[N:8]=[CH:7][C:6]=2[CH:5]=[C:4]2[C@:18]3([CH2:32][CH3:33])[CH2:26][CH2:25][C@@:24]([C:28]([F:31])([F:30])[F:29])([OH:27])[CH2:23][C@H:19]3[CH2:20][CH2:21][CH2:22][C:3]=12.[CH3:34]B(O)O.C([O-])([O-])=O.[Na+].[Na+].O1CCOCC1. (2) Given the product [Cl:2][C:3]1[C:11]([N+:12]([O-:14])=[O:13])=[C:7]([NH2:8])[C:6]([NH2:10])=[CH:5][CH:4]=1, predict the reactants needed to synthesize it. The reactants are: I.[Cl:2][C:3]1[CH:4]=[CH:5][C:6]2[C:7]([C:11]=1[N+:12]([O-:14])=[O:13])=[N:8][Se][N:10]=2.OS([O-])=O.[Na+].[OH-].[Na+].